From a dataset of Reaction yield outcomes from USPTO patents with 853,638 reactions. Predict the reaction yield, written as a fraction of the theoretical maximum amount of product (1.0 means a 100% yield; for example, 0.34 means a 34% yield). The reactants are [CH3:1][O:2][C:3]1[CH:4]=[CH:5][C:6]2[C:10]([C:11](=[O:24])[C:12]3[CH:17]=[C:16]([O:18][CH3:19])[C:15]([O:20][CH3:21])=[C:14]([O:22][CH3:23])[CH:13]=3)=[C:9]([CH3:25])[S:8][C:7]=2[C:26]=1[O:27]S(C1C=CC(C)=CC=1)(=O)=O.CO.C(C(O)=O)(F)(F)F. The catalyst is C1COCC1.[OH-].[Na+]. The product is [OH:27][C:26]1[C:7]2[S:8][C:9]([CH3:25])=[C:10]([C:11](=[O:24])[C:12]3[CH:17]=[C:16]([O:18][CH3:19])[C:15]([O:20][CH3:21])=[C:14]([O:22][CH3:23])[CH:13]=3)[C:6]=2[CH:5]=[CH:4][C:3]=1[O:2][CH3:1]. The yield is 0.280.